Dataset: Forward reaction prediction with 1.9M reactions from USPTO patents (1976-2016). Task: Predict the product of the given reaction. (1) Given the reactants CC1(C)CCCC(C)(C)N1.C([Li])CCC.[CH:16]1[CH:21]=[N:20][CH:19]=[C:18]([C:22]([OH:24])=[O:23])[CH:17]=1.[Cl:25][C:26]1[CH:31]=[C:30]([Cl:32])[CH:29]=[CH:28][C:27]=1[C:33]1([C:36]([N:38]2[CH2:42][CH2:41][C:40](=O)[CH2:39]2)=[O:37])[CH2:35][CH2:34]1.Cl, predict the reaction product. The product is: [Cl:25][C:26]1[CH:31]=[C:30]([Cl:32])[CH:29]=[CH:28][C:27]=1[C:33]1([C:36]([N:38]2[CH2:39][CH2:40][C:41]3([C:17]4[CH:16]=[CH:21][N:20]=[CH:19][C:18]=4[C:22](=[O:24])[O:23]3)[CH2:42]2)=[O:37])[CH2:35][CH2:34]1. (2) Given the reactants [Si]([O:8][C@@H:9]1[C@@H:14]([CH3:15])[CH2:13][N:12]([C:16]2[CH:21]=[CH:20][N:19]=[CH:18][C:17]=2[NH:22][C:23]([C:25]2[C:29]3=[N:30][CH:31]=[C:32]([CH:34]([CH3:36])[CH3:35])[CH:33]=[C:28]3[S:27][C:26]=2[NH:37]CC2C=CC(OC)=CC=2)=[O:24])[CH2:11][C@H:10]1[NH:47]C(=O)OC(C)(C)C)(C(C)(C)C)(C)C.C(O)(C(F)(F)F)=O.Cl.O1CCOCC1, predict the reaction product. The product is: [NH2:37][C:26]1[S:27][C:28]2[C:29](=[N:30][CH:31]=[C:32]([CH:34]([CH3:35])[CH3:36])[CH:33]=2)[C:25]=1[C:23]([NH:22][C:17]1[CH:18]=[N:19][CH:20]=[CH:21][C:16]=1[N:12]1[CH2:13][C@H:14]([CH3:15])[C@@H:9]([OH:8])[C@H:10]([NH2:47])[CH2:11]1)=[O:24]. (3) Given the reactants Cl[C:2]1[CH:11]=[CH:10][C:9]2[C:4](=[CH:5][CH:6]=[C:7]([Cl:22])[C:8]=2[NH:12][C:13](=[O:21])[CH2:14][CH:15]2[CH2:20][CH2:19][CH2:18][CH2:17][CH2:16]2)[N:3]=1.[NH:23]1[CH2:28][CH2:27][CH:26]([NH2:29])[CH2:25][CH2:24]1, predict the reaction product. The product is: [NH2:29][CH:26]1[CH2:27][CH2:28][N:23]([C:2]2[CH:11]=[CH:10][C:9]3[C:4](=[CH:5][CH:6]=[C:7]([Cl:22])[C:8]=3[NH:12][C:13](=[O:21])[CH2:14][CH:15]3[CH2:20][CH2:19][CH2:18][CH2:17][CH2:16]3)[N:3]=2)[CH2:24][CH2:25]1. (4) Given the reactants CO.[C:3]([O:7][C:8](=[O:23])[CH2:9][CH2:10][N:11]([CH2:15][C:16]1[S:17][C:18]([CH2:21][CH3:22])=[CH:19][CH:20]=1)[C:12]([NH2:14])=[S:13])([CH3:6])([CH3:5])[CH3:4].CCO[C:27]([CH3:29])=O, predict the reaction product. The product is: [C:3]([O:7][C:8](=[O:23])[CH2:9][CH2:10][N:11]([C:12]1[S:13][CH:15]=[C:16]([CH:20]2[CH2:19][CH:18]3[CH2:29][CH:27]2[CH2:22][CH2:21]3)[N:14]=1)[CH2:15][C:16]1[S:17][C:18]([CH2:21][CH3:22])=[CH:19][CH:20]=1)([CH3:5])([CH3:6])[CH3:4]. (5) The product is: [CH2:10]([NH:17][C:7]([CH:1]1[CH2:9][CH:5]([OH:6])[CH:4]=[CH:3][CH2:2]1)=[O:8])[C:11]1[CH:16]=[CH:15][CH:14]=[CH:13][CH:12]=1. Given the reactants [CH:1]12[CH2:9][CH:5]([O:6][C:7]1=[O:8])[CH:4]=[CH:3][CH2:2]2.[CH2:10]([NH2:17])[C:11]1[CH:16]=[CH:15][CH:14]=[CH:13][CH:12]=1, predict the reaction product. (6) Given the reactants O[CH2:2][C:3]1[C:12]2[C:7](=[CH:8][CH:9]=[CH:10][CH:11]=2)[CH:6]=[C:5]([C:13]#[N:14])[N:4]=1.P(Br)(Br)[Br:16].C([O-])(O)=O.[Na+], predict the reaction product. The product is: [Br:16][CH2:2][C:3]1[C:12]2[C:7](=[CH:8][CH:9]=[CH:10][CH:11]=2)[CH:6]=[C:5]([C:13]#[N:14])[N:4]=1. (7) Given the reactants [CH3:1][O:2][C:3]([C:5]1[N:6]([CH2:21][CH2:22][NH:23][C:24]([O:26][C:27]([CH3:30])([CH3:29])[CH3:28])=[O:25])[N:7]=[C:8]2[C:13]=1[CH2:12][CH2:11][C:10]1[CH:14]=[C:15]([O:19][CH3:20])[C:16](Br)=[CH:17][C:9]2=1)=[O:4].[N+:31]([C:34]1[CH:35]=[C:36](B(O)O)[CH:37]=[CH:38][CH:39]=1)([O-:33])=[O:32].C(=O)([O-])[O-].[Na+].[Na+].C1(P(C2C=CC=CC=2)C2C=CC=CC=2)C=CC=CC=1, predict the reaction product. The product is: [C:27]([O:26][C:24]([NH:23][CH2:22][CH2:21][N:6]1[C:5]([C:3]([O:2][CH3:1])=[O:4])=[C:13]2[C:8]([C:9]3[CH:17]=[C:16]([C:38]4[CH:37]=[CH:36][CH:35]=[C:34]([N+:31]([O-:33])=[O:32])[CH:39]=4)[C:15]([O:19][CH3:20])=[CH:14][C:10]=3[CH2:11][CH2:12]2)=[N:7]1)=[O:25])([CH3:30])([CH3:29])[CH3:28]. (8) Given the reactants [CH3:1][O:2][C:3]1[CH:4]=[C:5]2[C:10](=[CH:11][C:12]=1[O:13][CH3:14])[N:9]=[CH:8][N:7]=[C:6]2[O:15][C:16]1[CH:22]=[CH:21][C:19]([NH2:20])=[C:18]([F:23])[CH:17]=1.[CH3:24][O:25][C:26]1[CH:31]=[CH:30][CH:29]=[CH:28][C:27]=1[N:32]=[C:33]=[O:34].CO, predict the reaction product. The product is: [CH3:1][O:2][C:3]1[CH:4]=[C:5]2[C:10](=[CH:11][C:12]=1[O:13][CH3:14])[N:9]=[CH:8][N:7]=[C:6]2[O:15][C:16]1[CH:22]=[CH:21][C:19]([NH:20][C:33]([NH:32][C:27]2[CH:28]=[CH:29][CH:30]=[CH:31][C:26]=2[O:25][CH3:24])=[O:34])=[C:18]([F:23])[CH:17]=1. (9) Given the reactants [Cl:1][C:2]1[CH:7]=[CH:6][C:5]([C:8]2[S:16][C:15]3[C:14](=[O:17])[N:13]([C:18]4[CH:23]=[CH:22][C:21]([O:24][CH2:25][CH2:26][NH:27][CH2:28][C:29]5[CH:34]=[CH:33][C:32]([CH:35]([CH3:37])[CH3:36])=[CH:31][CH:30]=5)=[C:20]([O:38][CH3:39])[CH:19]=4)[CH:12]=[N:11][C:10]=3[CH:9]=2)=[CH:4][CH:3]=1.[CH2:40]=O, predict the reaction product. The product is: [Cl:1][C:2]1[CH:7]=[CH:6][C:5]([C:8]2[S:16][C:15]3[C:14](=[O:17])[N:13]([C:18]4[CH:23]=[CH:22][C:21]([O:24][CH2:25][CH2:26][N:27]([CH2:28][C:29]5[CH:30]=[CH:31][C:32]([CH:35]([CH3:37])[CH3:36])=[CH:33][CH:34]=5)[CH3:40])=[C:20]([O:38][CH3:39])[CH:19]=4)[CH:12]=[N:11][C:10]=3[CH:9]=2)=[CH:4][CH:3]=1.